Task: Predict the reactants needed to synthesize the given product.. Dataset: Full USPTO retrosynthesis dataset with 1.9M reactions from patents (1976-2016) (1) The reactants are: [N+:1]([C:4]1[CH:9]=[CH:8][C:7]([C:10]([CH3:13])([CH3:12])[CH3:11])=[C:6]([N+:14]([O-:16])=[O:15])[CH:5]=1)([O-])=O.[S]. Given the product [C:10]([C:7]1[CH:8]=[CH:9][C:4]([NH2:1])=[CH:5][C:6]=1[N+:14]([O-:16])=[O:15])([CH3:13])([CH3:11])[CH3:12], predict the reactants needed to synthesize it. (2) Given the product [Br:1][C:2]1[CH:11]=[CH:10][CH:9]=[C:8]2[C:3]=1[CH:4]=[CH:5][N:6]([C:21]([C:22]1[CH:27]=[CH:26][CH:25]=[CH:24][CH:23]=1)=[O:28])[CH:7]2[C:19]#[N:20], predict the reactants needed to synthesize it. The reactants are: [Br:1][C:2]1[CH:11]=[CH:10][CH:9]=[C:8]2[C:3]=1[CH:4]=[CH:5][N:6]=[CH:7]2.ClCCl.C[Si]([C:19]#[N:20])(C)C.[C:21](Cl)(=[O:28])[C:22]1[CH:27]=[CH:26][CH:25]=[CH:24][CH:23]=1.